From a dataset of Full USPTO retrosynthesis dataset with 1.9M reactions from patents (1976-2016). Predict the reactants needed to synthesize the given product. (1) The reactants are: [CH2:1]([C:3]1[C:12]2[C:7](=[CH:8][C:9]([O:15][CH3:16])=[C:10]([O:13][CH3:14])[CH:11]=2)[CH:6]=[C:5]([OH:17])[N:4]=1)[CH3:2].Cl.Cl[CH2:20][C:21]1[CH:22]=[C:23]2[C:28](=[CH:29][CH:30]=1)[N:27]=[C:26]([CH3:31])[CH:25]=[CH:24]2.[Li+].[OH-]. Given the product [CH2:1]([C:3]1[C:12]2[C:7](=[CH:8][C:9]([O:15][CH3:16])=[C:10]([O:13][CH3:14])[CH:11]=2)[C:6]([CH2:20][C:21]2[CH:22]=[C:23]3[C:28](=[CH:29][CH:30]=2)[N:27]=[C:26]([CH3:31])[CH:25]=[CH:24]3)=[C:5]([OH:17])[N:4]=1)[CH3:2], predict the reactants needed to synthesize it. (2) Given the product [Cl:5][C:6]1[CH:7]=[C:8]2[N:26]([CH2:27][O:28][CH2:29][CH2:30][Si:31]([CH3:34])([CH3:33])[CH3:32])[C:25]([O:35][C@H:36]3[C@H:40]4[O:41][CH2:42][CH:43]([CH2:44][CH2:45][OH:46])[C@H:39]4[O:38][CH2:37]3)=[N:24][C:9]2=[N:10][C:11]=1[C:12]1[CH:17]=[CH:16][C:15]([C:18]2[CH:23]=[CH:22][CH:21]=[CH:20][CH:19]=2)=[CH:14][CH:13]=1, predict the reactants needed to synthesize it. The reactants are: [Cl-].[Li+].[BH4-].[Na+].[Cl:5][C:6]1[CH:7]=[C:8]2[N:26]([CH2:27][O:28][CH2:29][CH2:30][Si:31]([CH3:34])([CH3:33])[CH3:32])[C:25]([O:35][C@H:36]3[C@H:40]4[O:41][CH2:42][CH:43]([CH2:44][C:45](OCC)=[O:46])[C@H:39]4[O:38][CH2:37]3)=[N:24][C:9]2=[N:10][C:11]=1[C:12]1[CH:17]=[CH:16][C:15]([C:18]2[CH:23]=[CH:22][CH:21]=[CH:20][CH:19]=2)=[CH:14][CH:13]=1.